From a dataset of Full USPTO retrosynthesis dataset with 1.9M reactions from patents (1976-2016). Predict the reactants needed to synthesize the given product. (1) Given the product [C:1]1([C:36]2[CH:37]=[CH:38][CH:39]=[CH:40][CH:41]=2)[CH:6]=[CH:5][CH:4]=[CH:3][C:2]=1[C:7]1[C:8]2[C:13]([C:14]([C:23]3[CH:28]=[CH:27][CH:26]=[CH:25][C:24]=3[C:29]3[CH:30]=[CH:31][CH:32]=[CH:33][CH:34]=3)=[C:15]3[C:20]=1[CH:19]=[C:18]([Br:21])[CH:17]=[CH:16]3)=[CH:12][CH:11]=[CH:10][CH:9]=2, predict the reactants needed to synthesize it. The reactants are: [C:1]1([C:36]2[CH:41]=[CH:40][CH:39]=[CH:38][CH:37]=2)[CH:6]=[CH:5][CH:4]=[CH:3][C:2]=1[C:7]1(O)[C:20]2[CH:19]=[C:18]([Br:21])[CH:17]=[CH:16][C:15]=2[C:14]([C:23]2[CH:28]=[CH:27][CH:26]=[CH:25][C:24]=2[C:29]2[CH:34]=[CH:33][CH:32]=[CH:31][CH:30]=2)(O)[C:13]2[C:8]1=[CH:9][CH:10]=[CH:11][CH:12]=2.[I-].[K+].O.[PH2](=O)[O-].[Na+].[PH2](=O)O. (2) Given the product [Br:18][CH2:14][C:8]1[CH:9]=[CH:10][CH:11]=[CH:12][C:7]=1[O:6][CH2:5][CH2:4][CH2:3][O:2][CH3:1], predict the reactants needed to synthesize it. The reactants are: [CH3:1][O:2][CH2:3][CH2:4][CH2:5][O:6][C:7]1[CH:12]=[C:11](C)[CH:10]=[CH:9][C:8]=1[CH2:14]O.C[Si](C)(C)[Br:18]. (3) Given the product [Cl:30][C:9]1[C:8]2[C:13](=[CH:14][C:15]([O:16][CH2:17][CH2:18][O:19][CH3:20])=[C:6]([O:5][CH2:4][CH2:3][O:2][CH3:1])[CH:7]=2)[N:12]=[CH:11][N:10]=1, predict the reactants needed to synthesize it. The reactants are: [CH3:1][O:2][CH2:3][CH2:4][O:5][C:6]1[CH:7]=[C:8]2[C:13](=[CH:14][C:15]=1[O:16][CH2:17][CH2:18][O:19][CH3:20])[N:12]=[CH:11][NH:10][C:9]2=O.CN(C)C=O.C(Cl)(=O)C([Cl:30])=O.O. (4) The reactants are: CC(OI1(OC(C)=O)(OC(C)=O)OC(=O)C2C1=CC=CC=2)=O.[C:23]([C:27]1[O:28][C:29]([CH2:36][OH:37])=[CH:30][C:31]=1[S:32]([NH2:35])(=[O:34])=[O:33])([CH3:26])([CH3:25])[CH3:24].S([O-])([O-])(=O)=S.[Na+].[Na+]. Given the product [C:23]([C:27]1[O:28][C:29]([CH:36]=[O:37])=[CH:30][C:31]=1[S:32]([NH2:35])(=[O:34])=[O:33])([CH3:26])([CH3:24])[CH3:25], predict the reactants needed to synthesize it. (5) The reactants are: [CH2:1]([N:8]1[CH2:12][CH2:11][CH2:10][C:9]1=O)[C:2]1[CH:7]=[CH:6][CH:5]=[CH:4][CH:3]=1.[NH2:14][C:15]1[CH:22]=[CH:21][C:20]([F:23])=[CH:19][C:16]=1[C:17]#[N:18].[OH-].[Na+]. Given the product [F:23][C:20]1[CH:21]=[CH:22][C:15]([N:14]=[C:9]2[CH2:10][CH2:11][CH2:12][N:8]2[CH2:1][C:2]2[CH:7]=[CH:6][CH:5]=[CH:4][CH:3]=2)=[C:16]([CH:19]=1)[C:17]#[N:18], predict the reactants needed to synthesize it. (6) The reactants are: [F:1][C:2]([F:56])([F:55])[C:3]1[CH:4]=[C:5]([CH:52]=[CH:53][CH:54]=1)[CH2:6][NH:7][C:8]([C:10]1[CH:15]=[CH:14][N:13]=[C:12]([C:16]2[CH:21]=[C:20]([N:22]3[CH2:27][CH2:26][CH2:25][CH2:24][CH2:23]3)[CH:19]=[CH:18][C:17]=2[NH:28][C:29]([C:31]2[CH:32]=[C:33]([CH:49]=[CH:50][CH:51]=2)[CH2:34][N:35]2[CH2:41][CH2:40][CH2:39][N:38](C(OC(C)(C)C)=O)[CH2:37][CH2:36]2)=[O:30])[CH:11]=1)=[O:9].FC(F)(F)C(O)=O. Given the product [N:35]1([CH2:34][C:33]2[CH:32]=[C:31]([CH:51]=[CH:50][CH:49]=2)[C:29]([NH:28][C:17]2[CH:18]=[CH:19][C:20]([N:22]3[CH2:23][CH2:24][CH2:25][CH2:26][CH2:27]3)=[CH:21][C:16]=2[C:12]2[CH:11]=[C:10]([CH:15]=[CH:14][N:13]=2)[C:8]([NH:7][CH2:6][C:5]2[CH:52]=[CH:53][CH:54]=[C:3]([C:2]([F:55])([F:56])[F:1])[CH:4]=2)=[O:9])=[O:30])[CH2:41][CH2:40][CH2:39][NH:38][CH2:37][CH2:36]1, predict the reactants needed to synthesize it. (7) Given the product [CH3:18][O:17][C:15](=[O:16])[CH2:14][CH2:13][CH2:12][C:10]1[S:9][C:6]2=[N:7][CH:8]=[C:3]([C:1]#[N:2])[C:4]([Cl:22])=[C:5]2[CH:11]=1, predict the reactants needed to synthesize it. The reactants are: [C:1]([C:3]1[C:4](=O)[C:5]2[CH:11]=[C:10]([CH2:12][CH2:13][CH2:14][C:15]([O:17][CH3:18])=[O:16])[S:9][C:6]=2[NH:7][CH:8]=1)#[N:2].P(Cl)(Cl)([Cl:22])=O. (8) Given the product [NH3:11].[CH3:1][O:2][CH2:3][C:4]1[O:21][C:20]([C:12]2[N:11]=[C:15]3[CH:16]=[CH:17][CH:18]=[CH:19][N:14]3[CH:13]=2)=[N:22][N:23]=1, predict the reactants needed to synthesize it. The reactants are: [CH3:1][O:2][C:3](OC)(OC)[CH2:4]OC.[N:11]1[C:12]([C:20]([NH:22][NH2:23])=[O:21])=[CH:13][N:14]2[CH:19]=[CH:18][CH:17]=[CH:16][C:15]=12.